From a dataset of Forward reaction prediction with 1.9M reactions from USPTO patents (1976-2016). Predict the product of the given reaction. (1) Given the reactants [OH:1][C:2]1[CH:10]=[CH:9][C:8]([C:11]2[N:12]([C:22]([O:24][C:25]([CH3:28])([CH3:27])[CH3:26])=[O:23])[C:13]3[C:18]([CH:19]=2)=[CH:17][C:16]([CH:20]=O)=[CH:15][CH:14]=3)=[C:7]2[C:3]=1[CH2:4][NH:5][C:6]2=[O:29].[OH:30][CH2:31][CH2:32][N:33]1[CH2:38][CH2:37][NH:36][CH2:35][CH2:34]1.C(O)(=O)C.C(O[BH-](OC(=O)C)OC(=O)C)(=O)C.[Na+].Cl, predict the reaction product. The product is: [OH:1][C:2]1[CH:10]=[CH:9][C:8]([C:11]2[N:12]([C:22]([O:24][C:25]([CH3:27])([CH3:26])[CH3:28])=[O:23])[C:13]3[C:18]([CH:19]=2)=[CH:17][C:16]([CH2:20][N:36]2[CH2:37][CH2:38][N:33]([CH2:32][CH2:31][OH:30])[CH2:34][CH2:35]2)=[CH:15][CH:14]=3)=[C:7]2[C:3]=1[CH2:4][NH:5][C:6]2=[O:29]. (2) Given the reactants [CH3:1][O:2][C:3](=[O:27])[C:4]1[C:9]([NH:10][CH:11]([CH:14]=[O:15])[CH2:12][CH3:13])=[CH:8][C:7]([CH3:16])=[N:6][C:5]=1[O:17][C:18]1[C:23]([CH3:24])=[CH:22][C:21]([Cl:25])=[CH:20][C:19]=1[CH3:26].CC(=CC)C.[O-:33]Cl=O.[Na+], predict the reaction product. The product is: [CH3:1][O:2][C:3](=[O:27])[C:4]1[C:9]([NH:10][CH:11]([C:14]([OH:33])=[O:15])[CH2:12][CH3:13])=[CH:8][C:7]([CH3:16])=[N:6][C:5]=1[O:17][C:18]1[C:19]([CH3:26])=[CH:20][C:21]([Cl:25])=[CH:22][C:23]=1[CH3:24]. (3) Given the reactants [Br:1][C:2]1[CH:3]=[C:4]([NH:9][S:10]([C:13]2[CH:18]=[CH:17][CH:16]=[C:15]([CH3:19])[CH:14]=2)(=[O:12])=[O:11])[C:5]([Cl:8])=[N:6][CH:7]=1.[C:20]([Si:24]([CH3:46])([CH3:45])[O:25][CH2:26][CH:27]([N:30]([CH2:38][C:39]1[CH:44]=[CH:43][CH:42]=[CH:41][CH:40]=1)[CH2:31][C:32]1[CH:37]=[CH:36][CH:35]=[CH:34][CH:33]=1)[CH2:28]O)([CH3:23])([CH3:22])[CH3:21].C1(P(C2C=CC=CC=2)C2C=CC=CC=2)C=CC=CC=1.CC(OC(/N=N/C(OC(C)C)=O)=O)C, predict the reaction product. The product is: [Br:1][C:2]1[CH:3]=[C:4]([N:9]([CH2:28][CH:27]([N:30]([CH2:38][C:39]2[CH:40]=[CH:41][CH:42]=[CH:43][CH:44]=2)[CH2:31][C:32]2[CH:33]=[CH:34][CH:35]=[CH:36][CH:37]=2)[CH2:26][O:25][Si:24]([C:20]([CH3:23])([CH3:22])[CH3:21])([CH3:46])[CH3:45])[S:10]([C:13]2[CH:18]=[CH:17][CH:16]=[C:15]([CH3:19])[CH:14]=2)(=[O:11])=[O:12])[C:5]([Cl:8])=[N:6][CH:7]=1. (4) Given the reactants [F:1][C:2]([F:48])([F:47])[C:3]1[CH:4]=[C:5]([C@H:13]2[O:17][C:16](=[O:18])[N:15]([CH2:19][C:20]3[C:25]([C:26]4[CH:27]=[C:28]([C:34]5[CH:39]=[CH:38][C:37]([C:40]([O:42][CH3:43])=[O:41])=[CH:36][C:35]=5[CH3:44])[CH:29]=[CH:30][C:31]=4[O:32][CH3:33])=[CH:24][CH:23]=[C:22](Cl)[N:21]=3)[C@H:14]2[CH3:46])[CH:6]=[C:7]([C:9]([F:12])([F:11])[F:10])[CH:8]=1.[CH:49]1(B(O)O)[CH2:51][CH2:50]1.C([O-])([O-])=O.[K+].[K+], predict the reaction product. The product is: [F:1][C:2]([F:48])([F:47])[C:3]1[CH:4]=[C:5]([C@H:13]2[O:17][C:16](=[O:18])[N:15]([CH2:19][C:20]3[C:25]([C:26]4[CH:27]=[C:28]([C:34]5[CH:39]=[CH:38][C:37]([C:40]([O:42][CH3:43])=[O:41])=[CH:36][C:35]=5[CH3:44])[CH:29]=[CH:30][C:31]=4[O:32][CH3:33])=[CH:24][CH:23]=[C:22]([CH:49]4[CH2:51][CH2:50]4)[N:21]=3)[C@H:14]2[CH3:46])[CH:6]=[C:7]([C:9]([F:12])([F:11])[F:10])[CH:8]=1.